Dataset: Full USPTO retrosynthesis dataset with 1.9M reactions from patents (1976-2016). Task: Predict the reactants needed to synthesize the given product. Given the product [CH3:24][S:23][C:22]([S:25][CH3:26])=[C:8]1[C:9](=[O:16])[C:10]2[C:15](=[CH:14][CH:13]=[CH:12][CH:11]=2)[N:6]([NH:5][CH:1]2[CH2:2][CH2:3][CH2:4]2)[C:7]1=[O:17], predict the reactants needed to synthesize it. The reactants are: [CH:1]1([NH:5][N:6]2[C:15]3[C:10](=[CH:11][CH:12]=[CH:13][CH:14]=3)[C:9]([OH:16])=[CH:8][C:7]2=[O:17])[CH2:4][CH2:3][CH2:2]1.S(OC)(O[C:22](SC)([S:25][CH3:26])[S:23][CH3:24])(=O)=O.N1C=CC=CC=1.